The task is: Predict the product of the given reaction.. This data is from Forward reaction prediction with 1.9M reactions from USPTO patents (1976-2016). (1) Given the reactants [Br:1][C:2]1[CH:13]=[CH:12][C:5]2[NH:6]C(=O)[O:8][C:9](=O)[C:4]=2[CH:3]=1.[NH4+:14].[OH-], predict the reaction product. The product is: [NH2:6][C:5]1[CH:12]=[CH:13][C:2]([Br:1])=[CH:3][C:4]=1[C:9]([NH2:14])=[O:8]. (2) Given the reactants [C:1]([NH2:9])([CH2:4][C:5]([CH3:8])([CH3:7])[CH3:6])([CH3:3])[CH3:2].C(N(CC)CC)C.[N+:17]([C:20]1[CH:28]=[CH:27][C:23]([C:24](Cl)=[O:25])=[CH:22][CH:21]=1)([O-:19])=[O:18], predict the reaction product. The product is: [N+:17]([C:20]1[CH:21]=[CH:22][C:23]([C:24]([NH:9][C:1]([CH2:4][C:5]([CH3:8])([CH3:7])[CH3:6])([CH3:3])[CH3:2])=[O:25])=[CH:27][CH:28]=1)([O-:19])=[O:18]. (3) Given the reactants [OH:1][CH2:2][CH2:3][C:4]1[CH:5]=[CH:6][C:7]2[CH2:13][O:12][CH2:11][CH2:10][N:9](C(OC(C)(C)C)=O)[C:8]=2[N:21]=1.Cl, predict the reaction product. The product is: [NH:9]1[C:8]2[N:21]=[C:4]([CH2:3][CH2:2][OH:1])[CH:5]=[CH:6][C:7]=2[CH2:13][O:12][CH2:11][CH2:10]1. (4) Given the reactants [CH3:1][O:2][C@@H:3]1[CH2:7][N:6]([C:8]2[CH:9]=[N:10][N:11]3[CH2:16][C@H:15]([CH3:17])[N:14]([C:18]([O:20]C(C)(C)C)=O)[CH2:13][C:12]=23)[C:5](=[O:25])[CH2:4]1.Cl.CCOC(C)=O.CCN(C(C)C)C(C)C.[F:42][C:43]1[CH:44]=[C:45]([NH:51]C(=O)OC2C=CC=CC=2)[CH:46]=[C:47]([F:50])[C:48]=1[F:49], predict the reaction product. The product is: [CH3:1][O:2][C@@H:3]1[CH2:7][N:6]([C:8]2[CH:9]=[N:10][N:11]3[CH2:16][C@H:15]([CH3:17])[N:14]([C:18]([NH:51][C:45]4[CH:44]=[C:43]([F:42])[C:48]([F:49])=[C:47]([F:50])[CH:46]=4)=[O:20])[CH2:13][C:12]=23)[C:5](=[O:25])[CH2:4]1. (5) Given the reactants ClC1C=C(CC[CH2:10][N:11]([C@H:25]2[CH2:30][CH2:29][C@H:28]([CH3:31])[CH2:27][CH2:26]2)[C:12](=[O:24])[NH:13][C:14]2[S:15][C:16]([S:19][CH2:20][C:21]([OH:23])=[O:22])=[CH:17][N:18]=2)C=CC=1.[Cl:32][C:33]1[CH:34]=[CH:35][C:36]2[O:40][CH:39]=[C:38]([CH2:41][CH2:42]C(O)=O)[C:37]=2[CH:46]=1.C(OC(=O)CSC1SC(N)=NC=1)C, predict the reaction product. The product is: [Cl:32][C:33]1[CH:34]=[CH:35][C:36]2[O:40][CH:39]=[C:38]([CH2:41][CH2:42][CH2:10][N:11]([C@H:25]3[CH2:30][CH2:29][C@H:28]([CH3:31])[CH2:27][CH2:26]3)[C:12](=[O:24])[NH:13][C:14]3[S:15][C:16]([S:19][CH2:20][C:21]([OH:23])=[O:22])=[CH:17][N:18]=3)[C:37]=2[CH:46]=1. (6) Given the reactants [Cl:1][C:2]1[CH:3]=[N:4][C:5]([NH:11][CH:12]2[CH2:15][CH2:14][CH2:13]2)=[C:6]([CH:10]=1)[C:7]([OH:9])=O.[CH3:16][C:17]([NH2:21])([C:19]#[CH:20])[CH3:18].CCN=C=NCCCN(C)C.CCN(C(C)C)C(C)C.C1C=CC2N(O)N=NC=2C=1, predict the reaction product. The product is: [Cl:1][C:2]1[CH:3]=[N:4][C:5]([NH:11][CH:12]2[CH2:15][CH2:14][CH2:13]2)=[C:6]([CH:10]=1)[C:7]([NH:21][C:17]([CH3:18])([C:19]#[CH:20])[CH3:16])=[O:9]. (7) Given the reactants C(O[BH-](OC(=O)C)OC(=O)C)(=O)C.[Na+].[CH3:15][N:16]1[CH2:21][CH2:20][CH:19]([NH:22][CH2:23][C:24]2[O:28][CH:27]=[C:26]([C:29]3[CH:57]=[CH:56][C:32]4[N:33]([C:37]([C:50]5[CH:55]=[CH:54][CH:53]=[CH:52][CH:51]=5)([C:44]5[CH:49]=[CH:48][CH:47]=[CH:46][CH:45]=5)[C:38]5[CH:43]=[CH:42][CH:41]=[CH:40][CH:39]=5)[C:34](=[O:36])[O:35][C:31]=4[CH:30]=3)[CH:25]=2)[CH2:18][CH2:17]1.[F:58][C:59]1[CH:66]=[CH:65][C:62]([CH:63]=O)=[CH:61][CH:60]=1.C(O)(=O)C, predict the reaction product. The product is: [F:58][C:59]1[CH:66]=[CH:65][C:62]([CH2:63][N:22]([CH2:23][C:24]2[O:28][CH:27]=[C:26]([C:29]3[CH:57]=[CH:56][C:32]4[N:33]([C:37]([C:38]5[CH:43]=[CH:42][CH:41]=[CH:40][CH:39]=5)([C:44]5[CH:45]=[CH:46][CH:47]=[CH:48][CH:49]=5)[C:50]5[CH:51]=[CH:52][CH:53]=[CH:54][CH:55]=5)[C:34](=[O:36])[O:35][C:31]=4[CH:30]=3)[CH:25]=2)[CH:19]2[CH2:20][CH2:21][N:16]([CH3:15])[CH2:17][CH2:18]2)=[CH:61][CH:60]=1.